Dataset: Forward reaction prediction with 1.9M reactions from USPTO patents (1976-2016). Task: Predict the product of the given reaction. (1) Given the reactants Cl[C:2]1[C:11]([C:12]([OH:14])=[O:13])=[CH:10][C:9]2[C:4](=[CH:5][CH:6]=[C:7]([Cl:15])[CH:8]=2)[N:3]=1.[F:16][C:17]1[CH:31]=[C:30]2[C:20]([NH:21][CH:22]=[C:23]2[CH2:24][CH:25]([C:27]([OH:29])=[O:28])[NH2:26])=[CH:19][CH:18]=1, predict the reaction product. The product is: [C:27]([CH:25]([NH:26][C:2]1[C:11]([C:12]([OH:14])=[O:13])=[CH:10][C:9]2[C:4](=[CH:5][CH:6]=[C:7]([Cl:15])[CH:8]=2)[N:3]=1)[CH2:24][C:23]1[C:30]2[C:20](=[CH:19][CH:18]=[C:17]([F:16])[CH:31]=2)[NH:21][CH:22]=1)([OH:29])=[O:28]. (2) Given the reactants [NH2:1][CH2:2][C:3]1[CH:4]=[CH:5][C:6]([Cl:25])=[C:7]([C:9]2[NH:13][C:12](=[O:14])[N:11]([C:15]3[CH:20]=[CH:19][C:18]([C:21]([F:24])([F:23])[F:22])=[CH:17][CH:16]=3)[N:10]=2)[CH:8]=1.[C:26](Cl)(=[O:30])[CH:27]([CH3:29])[CH3:28], predict the reaction product. The product is: [Cl:25][C:6]1[CH:5]=[CH:4][C:3]([CH2:2][NH:1][C:26](=[O:30])[CH:27]([CH3:29])[CH3:28])=[CH:8][C:7]=1[C:9]1[NH:13][C:12](=[O:14])[N:11]([C:15]2[CH:16]=[CH:17][C:18]([C:21]([F:24])([F:23])[F:22])=[CH:19][CH:20]=2)[N:10]=1. (3) Given the reactants [CH:1]1([C:7]2[NH:11][C:10](=O)[C:9]3([CH2:17][CH2:16][N:15]([S:18]([CH2:21][CH2:22][C:23]4[CH:28]=[CH:27][CH:26]=[CH:25][C:24]=4[CH3:29])(=[O:20])=[O:19])[CH2:14][CH2:13]3)[N:8]=2)[CH2:6][CH2:5][CH2:4][CH2:3][CH2:2]1.COC1C=CC(P2(SP(C3C=CC(OC)=CC=3)(=S)S2)=[S:39])=CC=1, predict the reaction product. The product is: [CH:1]1([C:7]2[NH:11][C:10](=[S:39])[C:9]3([CH2:17][CH2:16][N:15]([S:18]([CH2:21][CH2:22][C:23]4[CH:28]=[CH:27][CH:26]=[CH:25][C:24]=4[CH3:29])(=[O:20])=[O:19])[CH2:14][CH2:13]3)[N:8]=2)[CH2:6][CH2:5][CH2:4][CH2:3][CH2:2]1. (4) Given the reactants [Cl:1][C:2]1[CH:7]=[CH:6][C:5]([C:8]([N:13]2[C:21]3[C:16](=[C:17]([NH:22][C:23](=[O:29])[O:24][C:25]([CH3:28])([CH3:27])[CH3:26])[CH:18]=[CH:19][CH:20]=3)[CH:15]=[CH:14]2)([CH2:11][CH3:12])[C:9]#[CH:10])=[CH:4][CH:3]=1.C[Si]([N:34]=[N+:35]=[N-:36])(C)C, predict the reaction product. The product is: [Cl:1][C:2]1[CH:7]=[CH:6][C:5]([C:8]([N:13]2[C:21]3[C:16](=[C:17]([NH:22][C:23](=[O:29])[O:24][C:25]([CH3:28])([CH3:27])[CH3:26])[CH:18]=[CH:19][CH:20]=3)[CH:15]=[CH:14]2)([C:11]2[CH:12]=[N:36][NH:35][N:34]=2)[CH2:9][CH3:10])=[CH:4][CH:3]=1. (5) Given the reactants [Cl:1][C:2]1[C:11]([CH2:12]O)=[CH:10][C:9]2[C:4](=[CH:5][CH:6]=[CH:7][CH:8]=2)[N:3]=1.P(Br)(Br)[Br:15], predict the reaction product. The product is: [Br:15][CH2:12][C:11]1[C:2]([Cl:1])=[N:3][C:4]2[C:9]([CH:10]=1)=[CH:8][CH:7]=[CH:6][CH:5]=2. (6) Given the reactants CS(O[CH2:6][CH2:7][CH:8]([C:22]1[CH:27]=[CH:26][C:25]([Cl:28])=[CH:24][CH:23]=1)[C:9]1[C:17]2[C:12](=[C:13]([CH2:19][S:20][CH3:21])[CH:14]=[C:15]([F:18])[CH:16]=2)[NH:11][CH:10]=1)(=O)=O.[C-:29]#[N:30].[K+], predict the reaction product. The product is: [Cl:28][C:25]1[CH:26]=[CH:27][C:22]([CH:8]([C:9]2[C:17]3[C:12](=[C:13]([CH2:19][S:20][CH3:21])[CH:14]=[C:15]([F:18])[CH:16]=3)[NH:11][CH:10]=2)[CH2:7][CH2:6][C:29]#[N:30])=[CH:23][CH:24]=1.